This data is from Reaction yield outcomes from USPTO patents with 853,638 reactions. The task is: Predict the reaction yield, written as a fraction of the theoretical maximum amount of product (1.0 means a 100% yield; for example, 0.34 means a 34% yield). The reactants are [CH:1]1([C:6]2[S:10][C:9]([NH:11][C:12]([C:14]3[CH:15]=[C:16]([S:21](Cl)(=[O:23])=[O:22])[CH:17]=[CH:18][C:19]=3[F:20])=[O:13])=[N:8][N:7]=2)[CH2:5][CH2:4][CH2:3][CH2:2]1.[NH4+:25].[OH-]. The catalyst is C(Cl)Cl.C1COCC1. The product is [NH2:25][S:21]([C:16]1[CH:17]=[CH:18][C:19]([F:20])=[C:14]([CH:15]=1)[C:12]([NH:11][C:9]1[S:10][C:6]([CH:1]2[CH2:5][CH2:4][CH2:3][CH2:2]2)=[N:7][N:8]=1)=[O:13])(=[O:23])=[O:22]. The yield is 0.182.